This data is from Reaction yield outcomes from USPTO patents with 853,638 reactions. The task is: Predict the reaction yield, written as a fraction of the theoretical maximum amount of product (1.0 means a 100% yield; for example, 0.34 means a 34% yield). (1) The reactants are Cl[C:2]1[CH:3]=[CH:4][C:5]2[N:11]3[CH2:12][C@H:8]([CH2:9][CH2:10]3)[NH:7][C:6]=2[N:13]=1.[CH3:14][N:15]([CH3:21])[C@H:16]1[CH2:20][CH2:19][NH:18][CH2:17]1.CC(C)([O-])C.[K+].COCCOC. The catalyst is C([Pd+])C=C.CO. The product is [CH3:14][N:15]([CH3:21])[C@H:16]1[CH2:20][CH2:19][N:18]([C:2]2[CH:3]=[CH:4][C:5]3[N:11]4[CH2:12][C@H:8]([CH2:9][CH2:10]4)[NH:7][C:6]=3[N:13]=2)[CH2:17]1. The yield is 0.380. (2) The reactants are [Br:1][C:2]1[C:3](=[O:28])[N:4]([CH2:19][C:20]2[CH:27]=[CH:26][C:23]([C:24]#[N:25])=[CH:22][CH:21]=2)[C:5]([CH3:18])=[CH:6][C:7]=1[O:8][CH2:9][C:10]1[CH:15]=[CH:14][C:13]([F:16])=[CH:12][C:11]=1[F:17].[F-].[K+].C([OH:35])(C)(C)C. No catalyst specified. The product is [Br:1][C:2]1[C:3](=[O:28])[N:4]([CH2:19][C:20]2[CH:21]=[CH:22][C:23]([C:24]([NH2:25])=[O:35])=[CH:26][CH:27]=2)[C:5]([CH3:18])=[CH:6][C:7]=1[O:8][CH2:9][C:10]1[CH:15]=[CH:14][C:13]([F:16])=[CH:12][C:11]=1[F:17]. The yield is 0.250. (3) The reactants are [F:1][C:2]1[CH:7]=[CH:6][C:5]([CH:8]([OH:24])[CH:9]([CH2:15][C:16]2[CH:21]=[CH:20][C:19]([O:22][CH3:23])=[CH:18][CH:17]=2)[C:10]([O:12]CC)=[O:11])=[CH:4][CH:3]=1.[H-].[Na+].Cl.O. The catalyst is CO. The product is [F:1][C:2]1[CH:3]=[CH:4][C:5]([CH:8]([OH:24])[CH:9]([CH2:15][C:16]2[CH:17]=[CH:18][C:19]([O:22][CH3:23])=[CH:20][CH:21]=2)[C:10]([OH:12])=[O:11])=[CH:6][CH:7]=1. The yield is 0.710. (4) The catalyst is CO.O. The product is [Cl:1][C:2]1[CH:3]=[C:4]([CH:7]=[CH:8][CH:9]=1)[C:5](=[NH:6])[O:11][CH3:10]. The yield is 0.470. The reactants are [Cl:1][C:2]1[CH:3]=[C:4]([CH:7]=[CH:8][CH:9]=1)[C:5]#[N:6].[CH3:10][O-:11].[Na+]. (5) The catalyst is COCCOC.CS(C)=O.C1C=CC([P]([Pd]([P](C2C=CC=CC=2)(C2C=CC=CC=2)C2C=CC=CC=2)([P](C2C=CC=CC=2)(C2C=CC=CC=2)C2C=CC=CC=2)[P](C2C=CC=CC=2)(C2C=CC=CC=2)C2C=CC=CC=2)(C2C=CC=CC=2)C2C=CC=CC=2)=CC=1.O.C(O)C. The product is [CH2:41]([NH:40][C:26]1[CH:27]=[C:28]([C:2]2[C:11]3[C:6](=[C:7]([N:12]4[CH:16]=[C:15]([C:17]5[CH:18]=[N:19][N:20]([CH3:22])[CH:21]=5)[N:14]=[CH:13]4)[CH:8]=[CH:9][CH:10]=3)[CH:5]=[CH:4][N:3]=2)[CH:29]=[CH:30][C:25]=1[C:23]([NH2:24])=[O:44])[CH3:42]. The yield is 0.450. The reactants are Cl[C:2]1[C:11]2[C:6](=[C:7]([N:12]3[CH:16]=[C:15]([C:17]4[CH:18]=[N:19][N:20]([CH3:22])[CH:21]=4)[N:14]=[CH:13]3)[CH:8]=[CH:9][CH:10]=2)[CH:5]=[CH:4][N:3]=1.[C:23]([C:25]1[CH:30]=[CH:29][C:28](B2OC(C)(C)C(C)(C)O2)=[CH:27][C:26]=1[NH:40][CH2:41][CH3:42])#[N:24].C(=O)([O-])[O-:44].[Na+].[Na+].[OH-].[Na+].OO.